The task is: Predict the reaction yield, written as a fraction of the theoretical maximum amount of product (1.0 means a 100% yield; for example, 0.34 means a 34% yield).. This data is from Reaction yield outcomes from USPTO patents with 853,638 reactions. (1) The reactants are C[O:2][C:3]1[CH:8]=[CH:7][CH:6]=[CH:5][C:4]=1[P:9](=[O:22])([C:16]1[CH:21]=[CH:20][CH:19]=[CH:18][CH:17]=1)[C:10]1[CH:15]=[CH:14][CH:13]=[CH:12][CH:11]=1.B(Br)(Br)Br. The catalyst is C(Cl)Cl. The product is [OH:2][C:3]1[CH:8]=[CH:7][CH:6]=[CH:5][C:4]=1[P:9](=[O:22])([C:10]1[CH:11]=[CH:12][CH:13]=[CH:14][CH:15]=1)[C:16]1[CH:21]=[CH:20][CH:19]=[CH:18][CH:17]=1. The yield is 0.550. (2) The reactants are [CH2:1]([N:8]1[C:13](=[O:14])[C:12]([CH3:15])=[C:11]([CH3:16])[N:10]=[C:9]1[CH:17]([N:21]([CH2:31][C:32](=O)[CH2:33][CH2:34][N:35]1C(=O)C2C(=CC=CC=2)C1=O)[C:22](=O)[C:23]1C=CC(C)=[CH:25][CH:24]=1)[CH:18]([CH3:20])[CH3:19])[C:2]1[CH:7]=[CH:6][CH:5]=[CH:4][CH:3]=1.[C:47]([O-:50])(=O)[CH3:48].[NH4+:51].[C:52]([OH:55])(=O)[CH3:53]. No catalyst specified. The product is [CH2:1]([N:8]1[C:13](=[O:14])[C:12]([CH3:15])=[C:11]([CH3:16])[N:10]=[C:9]1[CH:17]([N:21]1[CH:31]=[C:32]([CH2:33][CH2:34][N:35]2[C:47](=[O:50])[C:48]3[C:53](=[CH:1][CH:2]=[CH:3][CH:4]=3)[C:52]2=[O:55])[N:51]=[C:22]1[C:23]1[CH:24]=[CH:25][C:12]([CH3:13])=[CH:11][CH:16]=1)[CH:18]([CH3:19])[CH3:20])[C:2]1[CH:3]=[CH:4][CH:5]=[CH:6][CH:7]=1. The yield is 0.380. (3) The reactants are [CH3:1][O:2][C:3]1[CH:13]=[CH:12][C:6]([CH:7]=[CH:8][C:9](O)=[O:10])=[CH:5][CH:4]=1.N1C=CC=CC=1.O=S(Cl)[Cl:22]. The catalyst is C1(C)C=CC=CC=1. The yield is 0.940. The product is [CH3:1][O:2][C:3]1[CH:13]=[CH:12][C:6]([CH:7]=[CH:8][C:9]([Cl:22])=[O:10])=[CH:5][CH:4]=1. (4) The reactants are [OH:1][C:2]1[CH:11]=[CH:10][C:5]([C:6]([O:8][CH3:9])=[O:7])=[CH:4][C:3]=1I.CN(C)C(=N)N(C)C.[C:21]1([C:27]#[CH:28])[CH:26]=[CH:25][CH:24]=[CH:23][CH:22]=1.Cl. The catalyst is CN(C=O)C.[Cu]I.Cl[Pd](Cl)([P](C1C=CC=CC=1)(C1C=CC=CC=1)C1C=CC=CC=1)[P](C1C=CC=CC=1)(C1C=CC=CC=1)C1C=CC=CC=1. The product is [CH3:9][O:8][C:6]([C:5]1[CH:10]=[CH:11][C:2]2[O:1][C:27]([C:21]3[CH:26]=[CH:25][CH:24]=[CH:23][CH:22]=3)=[CH:28][C:3]=2[CH:4]=1)=[O:7]. The yield is 0.770.